This data is from Full USPTO retrosynthesis dataset with 1.9M reactions from patents (1976-2016). The task is: Predict the reactants needed to synthesize the given product. (1) Given the product [Cl:1][C:2]1[C:7]([Cl:8])=[C:6]([C:9]([OH:18])([C:10]([F:11])([F:12])[F:13])[C:14]([F:17])([F:16])[F:15])[CH:5]=[CH:4][C:3]=1[C:19]1[S:23][C:22]([C:24]([O-:26])=[O:25])=[N:21][C:20]=1[CH2:29][OH:30].[K+:33], predict the reactants needed to synthesize it. The reactants are: [Cl:1][C:2]1[C:7]([Cl:8])=[C:6]([C:9]([OH:18])([C:14]([F:17])([F:16])[F:15])[C:10]([F:13])([F:12])[F:11])[CH:5]=[CH:4][C:3]=1[C:19]1[S:23][C:22]([C:24]([O:26]CC)=[O:25])=[N:21][C:20]=1[C:29](O)=[O:30].[OH-].[K+:33]. (2) Given the product [CH3:1][C:2]1[CH:3]=[C:4]([NH:14][C:15]([NH:37][CH2:36][C:35]2[C:30]([C:26]3[CH:25]=[C:24]([CH3:42])[CH:29]=[CH:28][CH:27]=3)=[N:31][C:32]([C:38]([F:41])([F:39])[F:40])=[CH:33][CH:34]=2)=[O:23])[CH:5]=[CH:6][C:7]=1[CH2:8][NH:9][S:10]([CH3:13])(=[O:11])=[O:12], predict the reactants needed to synthesize it. The reactants are: [CH3:1][C:2]1[CH:3]=[C:4]([NH:14][C:15](=[O:23])OC2C=CC=CC=2)[CH:5]=[CH:6][C:7]=1[CH2:8][NH:9][S:10]([CH3:13])(=[O:12])=[O:11].[C:24]1([CH3:42])[CH:29]=[CH:28][CH:27]=[C:26]([C:30]2[C:35]([CH2:36][NH2:37])=[CH:34][CH:33]=[C:32]([C:38]([F:41])([F:40])[F:39])[N:31]=2)[CH:25]=1.